This data is from Forward reaction prediction with 1.9M reactions from USPTO patents (1976-2016). The task is: Predict the product of the given reaction. (1) Given the reactants C([N:8]1[CH2:13][CH2:12][CH:11]([NH:14][C:15]([NH:17][C:18]2[CH:23]=[CH:22][C:21]([F:24])=[CH:20][CH:19]=2)=[O:16])[CH2:10][CH2:9]1)C1C=CC=CC=1.[H][H], predict the reaction product. The product is: [NH:8]1[CH2:13][CH2:12][CH:11]([NH:14][C:15]([NH:17][C:18]2[CH:19]=[CH:20][C:21]([F:24])=[CH:22][CH:23]=2)=[O:16])[CH2:10][CH2:9]1. (2) The product is: [F:8][C:4]1[CH:5]=[CH:6][CH:7]=[C:2]([F:1])[C:3]=1[C:9]1[CH:10]=[C:11]2[C:15](=[CH:16][CH:17]=1)[NH:14][CH:13]=[C:12]2[C:28]1[CH:33]=[C:32]([O:34][CH3:35])[N:31]=[C:30]([N:36]2[CH2:41][CH2:40][CH:39]([NH:42][C:43](=[O:49])[O:44][C:45]([CH3:47])([CH3:46])[CH3:48])[CH2:38][CH2:37]2)[N:29]=1. Given the reactants [F:1][C:2]1[CH:7]=[CH:6][CH:5]=[C:4]([F:8])[C:3]=1[C:9]1[CH:10]=[C:11]2[C:15](=[CH:16][CH:17]=1)[N:14](S(C1C=CC(C)=CC=1)(=O)=O)[CH:13]=[C:12]2[C:28]1[CH:33]=[C:32]([O:34][CH3:35])[N:31]=[C:30]([N:36]2[CH2:41][CH2:40][CH:39]([NH:42][C:43](=[O:49])[O:44][C:45]([CH3:48])([CH3:47])[CH3:46])[CH2:38][CH2:37]2)[N:29]=1.[OH-].[Na+], predict the reaction product. (3) Given the reactants [C:1]1([CH:7]([C:11]2[CH:16]=[CH:15][CH:14]=[CH:13][CH:12]=2)[CH2:8][CH2:9][OH:10])[CH:6]=[CH:5][CH:4]=[CH:3][CH:2]=1.C(N(CC)CC)C.[CH3:24][S:25](Cl)(=[O:27])=[O:26].C(O)(C)C, predict the reaction product. The product is: [CH3:24][S:25]([O:10][CH2:9][CH2:8][CH:7]([C:1]1[CH:2]=[CH:3][CH:4]=[CH:5][CH:6]=1)[C:11]1[CH:12]=[CH:13][CH:14]=[CH:15][CH:16]=1)(=[O:27])=[O:26].